This data is from Forward reaction prediction with 1.9M reactions from USPTO patents (1976-2016). The task is: Predict the product of the given reaction. (1) Given the reactants [CH3:1][C:2]1[CH:3]=[C:4](B(O)O)[CH:5]=[C:6]([CH3:10])[C:7]=1[O:8][CH3:9].[CH3:14][C:15]1[CH:19]=[CH:18][NH:17][N:16]=1, predict the reaction product. The product is: [CH3:1][C:2]1[CH:3]=[C:4]([N:17]2[CH:18]=[CH:19][C:15]([CH3:14])=[N:16]2)[CH:5]=[C:6]([CH3:10])[C:7]=1[O:8][CH3:9].[CH3:1][C:2]1[CH:3]=[C:4]([N:16]2[C:15]([CH3:14])=[CH:19][CH:18]=[N:17]2)[CH:5]=[C:6]([CH3:10])[C:7]=1[O:8][CH3:9]. (2) Given the reactants II.[CH3:3][O:4][C:5](=[O:17])[C@H:6]([NH:9][C:10]([O:12][C:13]([CH3:16])([CH3:15])[CH3:14])=[O:11])[CH2:7][I:8].C1(P(C2CCCCC2)C2C=CC=CC=2C2C(OC)=CC=CC=2OC)CCCCC1.BrC1CCCC=1, predict the reaction product. The product is: [CH3:3][O:4][C:5](=[O:17])[CH:6]([NH:9][C:10]([O:12][C:13]([CH3:15])([CH3:14])[CH3:16])=[O:11])[CH2:7][I:8]. (3) Given the reactants [CH2:1]([Zn]CC)C.C(O)(C(F)(F)F)=O.ICI.[CH3:16][C:17](=[CH2:25])[CH2:18][CH2:19][C:20]([O:22][CH2:23][CH3:24])=[O:21], predict the reaction product. The product is: [CH3:25][C:17]1([CH2:18][CH2:19][C:20]([O:22][CH2:23][CH3:24])=[O:21])[CH2:1][CH2:16]1. (4) Given the reactants C(OC(=O)[NH:7][CH:8]1[CH2:12][CH2:11][CH2:10][C:9]1([OH:14])[CH3:13])(C)(C)C.[ClH:16].O1CCOCC1, predict the reaction product. The product is: [ClH:16].[NH2:7][CH:8]1[CH2:12][CH2:11][CH2:10][C:9]1([CH3:13])[OH:14]. (5) Given the reactants [C:1]([O:5][C:6](=[O:15])[NH:7][C:8]1[S:12][N:11]=[C:10]([S:13][CH3:14])[N:9]=1)([CH3:4])([CH3:3])[CH3:2].[CH3:16][O:17][C:18]1[CH:25]=[CH:24][C:21]([CH2:22]Cl)=[CH:20][CH:19]=1.C1CCN2C(=NCCC2)CC1, predict the reaction product. The product is: [C:1]([O:5][C:6](=[O:15])[N:7]([C:8]1[S:12][N:11]=[C:10]([S:13][CH3:14])[N:9]=1)[CH2:22][C:21]1[CH:24]=[CH:25][C:18]([O:17][CH3:16])=[CH:19][CH:20]=1)([CH3:4])([CH3:3])[CH3:2].